From a dataset of Full USPTO retrosynthesis dataset with 1.9M reactions from patents (1976-2016). Predict the reactants needed to synthesize the given product. (1) Given the product [OH:36][C:35]1[C:15]2[O:14][C:13]([C:11]3[CH:10]=[N:9][NH:8][CH:12]=3)=[C:17]([C:18]([C:20]3[CH:21]=[C:22]([O:30][CH3:31])[C:23]([O:28][CH3:29])=[C:24]([O:26][CH3:27])[CH:25]=3)=[O:19])[C:16]=2[CH:32]=[CH:33][C:34]=1[O:44][CH3:45], predict the reactants needed to synthesize it. The reactants are: C([N:8]1[CH:12]=[C:11]([C:13]2[O:14][C:15]3[C:35]([O:36]CC4C=CC=CC=4)=[C:34]([O:44][CH3:45])[CH:33]=[CH:32][C:16]=3[C:17]=2[C:18]([C:20]2[CH:25]=[C:24]([O:26][CH3:27])[C:23]([O:28][CH3:29])=[C:22]([O:30][CH3:31])[CH:21]=2)=[O:19])[CH:10]=[N:9]1)C1C=CC=CC=1. (2) Given the product [Cl:11][C:12]1[C:13]([F:20])=[C:14](/[CH:15]=[C:8](/[C:5]2[CH:4]=[CH:3][C:2]([Cl:1])=[CH:7][N:6]=2)\[C:9]#[N:10])[CH:17]=[CH:18][CH:19]=1, predict the reactants needed to synthesize it. The reactants are: [Cl:1][C:2]1[CH:3]=[CH:4][C:5]([CH2:8][C:9]#[N:10])=[N:6][CH:7]=1.[Cl:11][C:12]1[C:13]([F:20])=[C:14]([CH:17]=[CH:18][CH:19]=1)[CH:15]=O.C[O-].[Na+]. (3) Given the product [Cl:10][C:8]1[NH:7][C:6]2[CH:11]=[C:2]([NH:1][C:27]([C:26]3[CH:30]=[CH:31][CH:32]=[CH:33][C:25]=3[C:24]([F:23])([F:34])[F:35])=[O:28])[CH:3]=[C:4]([C:12]([O:14][CH3:15])=[O:13])[C:5]=2[N:9]=1, predict the reactants needed to synthesize it. The reactants are: [NH2:1][C:2]1[CH:3]=[C:4]([C:12]([O:14][CH3:15])=[O:13])[C:5]2[N:9]=[C:8]([Cl:10])[NH:7][C:6]=2[CH:11]=1.C(N(CC)CC)C.[F:23][C:24]([F:35])([F:34])[C:25]1[CH:33]=[CH:32][CH:31]=[CH:30][C:26]=1[C:27](Cl)=[O:28].